Dataset: Peptide-MHC class I binding affinity with 185,985 pairs from IEDB/IMGT. Task: Regression. Given a peptide amino acid sequence and an MHC pseudo amino acid sequence, predict their binding affinity value. This is MHC class I binding data. (1) The peptide sequence is GEHWLGRIW. The MHC is HLA-A02:01 with pseudo-sequence HLA-A02:01. The binding affinity (normalized) is 0.0847. (2) The peptide sequence is DLLLPSTDV. The MHC is HLA-A02:02 with pseudo-sequence HLA-A02:02. The binding affinity (normalized) is 0.111. (3) The peptide sequence is PPPPLQHPI. The MHC is HLA-A26:01 with pseudo-sequence HLA-A26:01. The binding affinity (normalized) is 0.0847. (4) The peptide sequence is VPVHLCNLI. The MHC is HLA-A23:01 with pseudo-sequence HLA-A23:01. The binding affinity (normalized) is 0.255. (5) The binding affinity (normalized) is 0.317. The MHC is HLA-A02:12 with pseudo-sequence HLA-A02:12. The peptide sequence is KVQEWYLSY. (6) The peptide sequence is SHDVLTVQF. The MHC is HLA-A02:16 with pseudo-sequence HLA-A02:16. The binding affinity (normalized) is 0.0847. (7) The peptide sequence is YLKDQQLL. The MHC is HLA-B44:03 with pseudo-sequence HLA-B44:03. The binding affinity (normalized) is 0. (8) The peptide sequence is TRTSPNIPK. The MHC is HLA-B15:01 with pseudo-sequence HLA-B15:01. The binding affinity (normalized) is 0.0847.